This data is from Forward reaction prediction with 1.9M reactions from USPTO patents (1976-2016). The task is: Predict the product of the given reaction. (1) Given the reactants [CH2:1]([CH:3]1[CH2:7][NH:6][N:5]=[CH:4]1)[CH3:2].[CH2:8]([N:10]=[C:11]=[S:12])[CH3:9], predict the reaction product. The product is: [CH2:8]([NH:10][C:11]([N:5]1[CH2:4][CH:3]([CH2:1][CH3:2])[CH:7]=[N:6]1)=[S:12])[CH3:9]. (2) Given the reactants [C:1]([O-])([O-])=O.[K+].[K+].CI.[F:9][C:10]1[CH:11]=[C:12]([CH:16]=[C:17]([F:21])[C:18]=1[CH:19]=[O:20])[C:13]([OH:15])=[O:14].O, predict the reaction product. The product is: [F:9][C:10]1[CH:11]=[C:12]([CH:16]=[C:17]([F:21])[C:18]=1[CH:19]=[O:20])[C:13]([O:15][CH3:1])=[O:14]. (3) Given the reactants [CH2:1]([O:3][CH:4]([O:27][CH2:28][CH3:29])[C:5]1[CH:22]=[C:21]([C:23]([F:26])([F:25])[F:24])[CH:20]=[CH:19][C:6]=1[CH2:7][NH:8][C:9]1[CH:13]=[CH:12][NH:11][C:10]=1[C:14]([O:16]CC)=O)[CH3:2].C([N:38]=[C:39]=[S:40])(=O)C1C=CC=CC=1.C([O-])([O-])=O.[Cs+].[Cs+], predict the reaction product. The product is: [CH2:1]([O:3][CH:4]([O:27][CH2:28][CH3:29])[C:5]1[CH:22]=[C:21]([C:23]([F:26])([F:25])[F:24])[CH:20]=[CH:19][C:6]=1[CH2:7][N:8]1[C:9]2[CH:13]=[CH:12][NH:11][C:10]=2[C:14](=[O:16])[NH:38][C:39]1=[S:40])[CH3:2]. (4) Given the reactants [F:1][C:2]1[CH:3]=[C:4]([O:16][C:17]([C:19]2[CH:20]=[C:21]3[C:26](=[C:27]([C:29]#[CH:30])[CH:28]=2)[O:25][C:24]([CH3:32])([CH3:31])[CH2:23][C:22]3([CH3:34])[CH3:33])=[O:18])[CH:5]=[CH:6][C:7]=1[CH2:8][C:9]([O:11]C(C)(C)C)=[O:10].O1CCOCC1, predict the reaction product. The product is: [C:9]([CH2:8][C:7]1[CH:6]=[CH:5][C:4]([O:16][C:17]([C:19]2[CH:20]=[C:21]3[C:26](=[C:27]([C:29]#[CH:30])[CH:28]=2)[O:25][C:24]([CH3:31])([CH3:32])[CH2:23][C:22]3([CH3:34])[CH3:33])=[O:18])=[CH:3][C:2]=1[F:1])([OH:11])=[O:10]. (5) Given the reactants [C:1]([C:5]1[CH:10]=[CH:9][C:8]([C:11]2[NH:12][CH:13]([C:24]3[CH:29]=[CH:28][C:27]([Cl:30])=[CH:26][CH:25]=3)[C:14]([C:17]3[CH:22]=[CH:21][C:20]([Cl:23])=[CH:19][CH:18]=3)([CH3:16])[N:15]=2)=[C:7]([O:31][CH2:32][CH3:33])[CH:6]=1)([CH3:4])([CH3:3])[CH3:2].[C:34](Cl)([Cl:36])=[O:35], predict the reaction product. The product is: [C:1]([C:5]1[CH:10]=[CH:9][C:8]([C:11]2[N:12]([C:34]([Cl:36])=[O:35])[CH:13]([C:24]3[CH:25]=[CH:26][C:27]([Cl:30])=[CH:28][CH:29]=3)[C:14]([C:17]3[CH:22]=[CH:21][C:20]([Cl:23])=[CH:19][CH:18]=3)([CH3:16])[N:15]=2)=[C:7]([O:31][CH2:32][CH3:33])[CH:6]=1)([CH3:2])([CH3:3])[CH3:4]. (6) Given the reactants [CH:1]([NH:4][C:5]1[C:14]2[C:9](=[CH:10][C:11]([OH:17])=[C:12]([O:15][CH3:16])[CH:13]=2)[N:8]=[CH:7][N:6]=1)([CH3:3])[CH3:2].C1(P(C2C=CC=CC=2)C2C=CC=CC=2)C=CC=CC=1.C1CCN(C(/N=N/C(N2CCCCC2)=O)=O)CC1.[CH3:55][S:56][CH2:57][CH2:58][CH2:59][CH2:60]O, predict the reaction product. The product is: [CH:1]([NH:4][C:5]1[C:14]2[C:9](=[CH:10][C:11]([O:17][CH2:60][CH2:59][CH2:58][CH2:57][S:56][CH3:55])=[C:12]([O:15][CH3:16])[CH:13]=2)[N:8]=[CH:7][N:6]=1)([CH3:3])[CH3:2]. (7) Given the reactants [CH3:1][O:2][C:3]1[CH:8]=[CH:7][C:6]([C:9](=[O:19])[CH2:10][CH2:11][CH2:12][C:13]2[CH:18]=[CH:17][CH:16]=[CH:15][CH:14]=2)=[CH:5][CH:4]=1.[Br-:20], predict the reaction product. The product is: [Br:20][CH:10]([CH2:11][CH2:12][C:13]1[CH:18]=[CH:17][CH:16]=[CH:15][CH:14]=1)[C:9]([C:6]1[CH:5]=[CH:4][C:3]([O:2][CH3:1])=[CH:8][CH:7]=1)=[O:19].